From a dataset of Full USPTO retrosynthesis dataset with 1.9M reactions from patents (1976-2016). Predict the reactants needed to synthesize the given product. (1) Given the product [NH4+:23].[NH4+:41].[C:33]([NH:32][C:28]1[N:27]=[CH:26][N:25]=[C:24]2[C:29]=1[N:30]=[CH:31][N:23]2[CH:11]1[O:10][CH:9]([CH:8]=[CH:7][P:3](=[O:2])([O-:4])[O-:6])[CH:13]([OH:14])[CH:12]1[F:22])(=[O:40])[C:34]1[CH:39]=[CH:38][CH:37]=[CH:36][CH:35]=1, predict the reactants needed to synthesize it. The reactants are: C[O:2][P:3]([CH:7]=[CH:8][CH:9]1[CH:13]([O:14][Si](CC)(CC)CC)[CH:12]([F:22])[CH:11]([N:23]2[CH:31]=[N:30][C:29]3[C:24]2=[N:25][CH:26]=[N:27][C:28]=3[NH:32][C:33](=[O:40])[C:34]2[CH:39]=[CH:38][CH:37]=[CH:36][CH:35]=2)[O:10]1)(=[O:6])[O:4]C.[N:41]1C(C)=CC=CC=1C.C[Si](Br)(C)C.C(N(CC)CC)C.[F-].[NH4+]. (2) Given the product [CH2:21]([CH:20]([N:7]1[CH:6]=[C:5]([C:3]([OH:4])=[O:2])[C:14]2[C:9](=[CH:10][C:11]([O:17][CH3:18])=[C:12]([O:15][CH3:16])[CH:13]=2)[C:8]1=[O:19])[CH2:23][CH3:24])[CH3:22], predict the reactants needed to synthesize it. The reactants are: C[O:2][C:3]([C:5]1[C:14]2[C:9](=[CH:10][C:11]([O:17][CH3:18])=[C:12]([O:15][CH3:16])[CH:13]=2)[C:8](=[O:19])[N:7]([CH:20]([CH2:23][CH3:24])[CH2:21][CH3:22])[CH:6]=1)=[O:4].[OH-].[Li+]. (3) Given the product [O:11]=[C:9]1[CH2:8][O:7][C:6]2[CH:12]=[N:13][C:3]([CH:2]=[O:1])=[CH:4][C:5]=2[NH:10]1, predict the reactants needed to synthesize it. The reactants are: [OH:1][CH2:2][C:3]1[N:13]=[CH:12][C:6]2[O:7][CH2:8][C:9](=[O:11])[NH:10][C:5]=2[CH:4]=1.C1COCC1.